This data is from Forward reaction prediction with 1.9M reactions from USPTO patents (1976-2016). The task is: Predict the product of the given reaction. (1) Given the reactants [CH2:1]([N:3]1[C:7]2[N:8]=[C:9]([C:18]3[CH:23]=[CH:22][C:21]([NH:24][C:25]([NH:27][C:28]4[CH:36]=[CH:35][C:31]([C:32]([OH:34])=O)=[CH:30][CH:29]=4)=[O:26])=[CH:20][CH:19]=3)[N:10]=[C:11]([N:12]3[CH2:17][CH2:16][O:15][CH2:14][CH2:13]3)[C:6]=2[N:5]=[N:4]1)[CH3:2].[CH2:37]([CH2:39][NH2:40])[OH:38].CCN(CC)CC.C1C=CC2N(O)N=NC=2C=1.CCN=C=NCCCN(C)C, predict the reaction product. The product is: [CH2:1]([N:3]1[C:7]2[N:8]=[C:9]([C:18]3[CH:19]=[CH:20][C:21]([NH:24][C:25]([NH:27][C:28]4[CH:36]=[CH:35][C:31]([C:32]([NH:40][CH2:39][CH2:37][OH:38])=[O:34])=[CH:30][CH:29]=4)=[O:26])=[CH:22][CH:23]=3)[N:10]=[C:11]([N:12]3[CH2:17][CH2:16][O:15][CH2:14][CH2:13]3)[C:6]=2[N:5]=[N:4]1)[CH3:2]. (2) Given the reactants P([O-])([O-])([O-])=O.[K+].[K+].[K+].C1(P(C2C=CC=CC=2)C2C=CC=CC=2)C=CC=CC=1.[Cl:28][C:29]1[CH:34]=[C:33]([NH2:35])[C:32](I)=[CH:31][N:30]=1.[CH3:37][O:38][C:39]1[CH:44]=[CH:43][CH:42]=[CH:41][C:40]=1B(O)O, predict the reaction product. The product is: [Cl:28][C:29]1[CH:34]=[C:33]([NH2:35])[C:32]([C:40]2[CH:41]=[CH:42][CH:43]=[CH:44][C:39]=2[O:38][CH3:37])=[CH:31][N:30]=1.